From a dataset of Reaction yield outcomes from USPTO patents with 853,638 reactions. Predict the reaction yield, written as a fraction of the theoretical maximum amount of product (1.0 means a 100% yield; for example, 0.34 means a 34% yield). (1) The reactants are [CH3:1][O:2]C1C=CC(NC)=CC=1.[F:11][C:12]([F:17])([F:16])[C:13]([OH:15])=[O:14].[CH3:18][O:19][C:20]1[CH:21]=[C:22]([C@@:28]23[CH2:36][CH2:35][C@@H:34]([NH:37][C:38](=[O:48])[N:39]([C:41]4[CH:46]=[CH:45][C:44](F)=[CH:43][CH:42]=4)[CH3:40])[CH2:33][C@@H:32]2[N:31]([CH3:49])[CH2:30][CH2:29]3)[CH:23]=[CH:24][C:25]=1[O:26][CH3:27]. No catalyst specified. The product is [F:11][C:12]([F:17])([F:16])[C:13]([OH:15])=[O:14].[CH3:18][O:19][C:20]1[CH:21]=[C:22]([C@@:28]23[CH2:36][CH2:35][C@@H:34]([NH:37][C:38](=[O:48])[N:39]([C:41]4[CH:46]=[CH:45][C:44]([O:2][CH3:1])=[CH:43][CH:42]=4)[CH3:40])[CH2:33][C@@H:32]2[N:31]([CH3:49])[CH2:30][CH2:29]3)[CH:23]=[CH:24][C:25]=1[O:26][CH3:27]. The yield is 0.460. (2) The reactants are [S:1]1[CH:5]=[CH:4][C:3]([C:6]2[O:7][C:8]3[C:9](=[C:11]([C:15]([OH:17])=O)[CH:12]=[CH:13][CH:14]=3)[N:10]=2)=[CH:2]1.Cl.Cl.[NH2:20][CH:21]1[CH2:28][CH:27]2[N:29]([CH3:30])[CH:23]([CH2:24][CH2:25][CH2:26]2)[CH2:22]1.Cl.C(N=C=NCCCN(C)C)C.ON1C2C=CC=CC=2N=N1.CCN(C(C)C)C(C)C. The catalyst is CN(C=O)C.C(OCC)(=O)C. The product is [CH3:30][N:29]1[CH:23]2[CH2:24][CH2:25][CH2:26][CH:27]1[CH2:28][CH:21]([NH:20][C:15]([C:11]1[CH:12]=[CH:13][CH:14]=[C:8]3[O:7][C:6]([C:3]4[CH:4]=[CH:5][S:1][CH:2]=4)=[N:10][C:9]=13)=[O:17])[CH2:22]2. The yield is 0.410. (3) The catalyst is O1CCOCC1.C(O)CO. The product is [O:15]1[CH2:16][CH2:17][O:18][CH2:19][CH:14]1[C:13]1[C:7]2[S:6][C:5]([NH2:4])=[N:9][C:8]=2[C:10]([O:20][CH3:21])=[CH:11][CH:12]=1. The yield is 0.730. The reactants are COC(=O)[NH:4][C:5]1[S:6][C:7]2[C:13]([CH:14]3[CH2:19][O:18][CH2:17][CH2:16][O:15]3)=[CH:12][CH:11]=[C:10]([O:20][CH3:21])[C:8]=2[N:9]=1.[OH-].[Na+]. (4) The reactants are [CH3:1][C:2]1[CH:3]=[C:4]([OH:18])[CH:5]=[C:6]([CH3:17])[C:7]=1B1OC(C)(C)C(C)(C)O1.[C:19]([O:23][C:24](=[O:45])[NH:25][C:26]([C:28]1[S:29][C:30]([S:43][CH3:44])=[C:31]([S:33]([C:36]2[CH:41]=[CH:40][CH:39]=[C:38](Br)[CH:37]=2)(=[O:35])=[O:34])[CH:32]=1)=[NH:27])([CH3:22])([CH3:21])[CH3:20].C([O-])([O-])=O.[Na+].[Na+]. The catalyst is C1(C)C=CC=CC=1.CCO. The product is [C:19]([O:23][C:24](=[O:45])[NH:25][C:26]([C:28]1[S:29][C:30]([S:43][CH3:44])=[C:31]([S:33]([C:36]2[CH:37]=[C:38]([C:7]3[C:6]([CH3:17])=[CH:5][C:4]([OH:18])=[CH:3][C:2]=3[CH3:1])[CH:39]=[CH:40][CH:41]=2)(=[O:35])=[O:34])[CH:32]=1)=[NH:27])([CH3:22])([CH3:21])[CH3:20]. The yield is 1.00. (5) The reactants are [CH3:1][C:2]1[CH:19]=[CH:18][C:5]([C:6]([NH:8][CH:9]([C:15](=[O:17])[CH3:16])[CH2:10][C:11]([O:13][CH3:14])=[O:12])=O)=[CH:4][CH:3]=1.OS(O)(=O)=O. The catalyst is C(OC(=O)C)(=O)C. The product is [CH3:14][O:13][C:11](=[O:12])[CH2:10][C:9]1[N:8]=[C:6]([C:5]2[CH:18]=[CH:19][C:2]([CH3:1])=[CH:3][CH:4]=2)[O:17][C:15]=1[CH3:16]. The yield is 0.870. (6) The reactants are [CH3:1][C:2]1([CH3:16])[C:7]2[CH:8]=[C:9](B(O)O)[CH:10]=[CH:11][C:6]=2[NH:5][C:4](=[O:15])[O:3]1.Br[C:18]1[CH:19]=[C:20]([CH:23]=[CH:24][CH:25]=1)[C:21]#[N:22].C(=O)([O-])[O-].[Na+].[Na+]. The catalyst is COCCOC.O.C1C=CC([P]([Pd]([P](C2C=CC=CC=2)(C2C=CC=CC=2)C2C=CC=CC=2)([P](C2C=CC=CC=2)(C2C=CC=CC=2)C2C=CC=CC=2)[P](C2C=CC=CC=2)(C2C=CC=CC=2)C2C=CC=CC=2)(C2C=CC=CC=2)C2C=CC=CC=2)=CC=1. The product is [CH3:1][C:2]1([CH3:16])[O:3][C:4](=[O:15])[NH:5][C:6]2[CH:11]=[CH:10][C:9]([C:18]3[CH:19]=[C:20]([CH:23]=[CH:24][CH:25]=3)[C:21]#[N:22])=[CH:8][C:7]1=2. The yield is 0.250.